From a dataset of NCI-60 drug combinations with 297,098 pairs across 59 cell lines. Regression. Given two drug SMILES strings and cell line genomic features, predict the synergy score measuring deviation from expected non-interaction effect. (1) Drug 1: CN(C)C1=NC(=NC(=N1)N(C)C)N(C)C. Drug 2: C(CC(=O)O)C(=O)CN.Cl. Cell line: SR. Synergy scores: CSS=-4.64, Synergy_ZIP=-4.66, Synergy_Bliss=-14.1, Synergy_Loewe=-12.2, Synergy_HSA=-12.1. (2) Drug 1: CC1=C2C(C(=O)C3(C(CC4C(C3C(C(C2(C)C)(CC1OC(=O)C(C(C5=CC=CC=C5)NC(=O)OC(C)(C)C)O)O)OC(=O)C6=CC=CC=C6)(CO4)OC(=O)C)O)C)O. Drug 2: C1C(C(OC1N2C=NC(=NC2=O)N)CO)O. Cell line: MCF7. Synergy scores: CSS=8.24, Synergy_ZIP=-6.71, Synergy_Bliss=-9.01, Synergy_Loewe=-14.3, Synergy_HSA=-9.04. (3) Drug 1: CCC1=C2CN3C(=CC4=C(C3=O)COC(=O)C4(CC)O)C2=NC5=C1C=C(C=C5)O. Drug 2: N.N.Cl[Pt+2]Cl. Cell line: HL-60(TB). Synergy scores: CSS=79.3, Synergy_ZIP=2.04, Synergy_Bliss=0.864, Synergy_Loewe=-6.36, Synergy_HSA=2.67.